The task is: Regression/Classification. Given a drug SMILES string, predict its toxicity properties. Task type varies by dataset: regression for continuous values (e.g., LD50, hERG inhibition percentage) or binary classification for toxic/non-toxic outcomes (e.g., AMES mutagenicity, cardiotoxicity, hepatotoxicity). Dataset: herg_karim.. This data is from hERG potassium channel inhibition data for cardiac toxicity prediction from Karim et al.. (1) The drug is CNC(=O)c1c(NCCC2CCCC2)nc(C#N)nc1OCC1CCN(C)CC1. The result is 1 (blocker). (2) The compound is C[C@H](Nc1nc(Nc2ncc(C#N)s2)cc(N2CCOCC2)n1)c1ccc(F)cn1. The result is 0 (non-blocker). (3) The drug is COCCN1CCC[C@@H]1Cn1nc(Cc2ccc(Cl)cc2)c2ccccc2c1=O. The result is 1 (blocker). (4) The molecule is CC[N+]1(C)CCc2c(sc(NC(=O)Nc3ccc(Cl)cc3)c2C(N)=O)C1.[I-]. The result is 1 (blocker). (5) The drug is Cc1cccc(-c2noc([C@H]3CNCC[C@]3(O)c3ccc(F)c(F)c3)c2Br)c1C. The result is 1 (blocker). (6) The molecule is Cc1c[nH]c2c(Nc3nc(N[C@@H]4CCOC[C@H]4N)cc4nc[nH]c(=O)c34)cccc12. The result is 0 (non-blocker).